Predict which catalyst facilitates the given reaction. From a dataset of Catalyst prediction with 721,799 reactions and 888 catalyst types from USPTO. (1) Reactant: [OH:1]/[N:2]=[C:3](/[CH:5]1[CH2:10][C:9]([CH3:24])([S:11]([C:14]2[CH:19]=[CH:18][CH:17]=[C:16]([C:20]([F:23])([F:22])[F:21])[CH:15]=2)(=[O:13])=[O:12])[CH2:8][CH2:7][O:6]1)\[NH2:4].[CH:25]1([C:28](Cl)=[O:29])[CH2:27][CH2:26]1. Product: [CH:25]1([C:28]([O:1]/[N:2]=[C:3](/[CH:5]2[CH2:10][C:9]([CH3:24])([S:11]([C:14]3[CH:19]=[CH:18][CH:17]=[C:16]([C:20]([F:23])([F:21])[F:22])[CH:15]=3)(=[O:13])=[O:12])[CH2:8][CH2:7][O:6]2)\[NH2:4])=[O:29])[CH2:27][CH2:26]1. The catalyst class is: 46. (2) Reactant: O.CC(C(OC)=O)=C.[CH3:9][O:10][C:11]1[CH:12]=[C:13]2[CH2:22][CH:21]([CH2:23][CH:24]3[CH2:29][CH2:28][N:27]([CH2:30][C:31]4[CH:32]=[CH:33][CH:34]=[CH:35][CH:36]=4)[CH2:26][CH2:25]3)[C:19](=[O:20])[C:14]2=[CH:15][C:16]=1[O:17][CH3:18].Cl. Product: [CH3:9][O:10][C:11]1[CH:12]=[C:13]2[CH2:22][CH:21]([CH2:23][CH:24]3[CH2:25][CH2:26][N:27]([CH2:30][C:31]4[CH:36]=[CH:35][CH:34]=[CH:33][CH:32]=4)[CH2:28][CH2:29]3)[C:19](=[O:20])[C:14]2=[CH:15][C:16]=1[O:17][CH3:18]. The catalyst class is: 21. (3) Reactant: [OH-].[Na+].[N:3]1[CH:8]=[CH:7][CH:6]=[CH:5][C:4]=1[C:9]#[C:10][CH2:11][CH2:12][C:13]([O:15]CC)=[O:14].Cl. Product: [N:3]1[CH:8]=[CH:7][CH:6]=[CH:5][C:4]=1[C:9]#[C:10][CH2:11][CH2:12][C:13]([OH:15])=[O:14]. The catalyst class is: 8. (4) Reactant: [Cl:1][C:2]1[CH:3]=[CH:4][CH:5]=[C:6]2[C:11]=1[C:10]([CH2:12][C:13]1[CH:14]=[C:15]([CH:19]=[C:20]([F:22])[CH:21]=1)[C:16](O)=[O:17])=[N:9][NH:8][C:7]2=[O:23].[CH2:24]([O:26][CH:27]1[CH2:32][CH2:31][NH:30][CH2:29][CH2:28]1)[CH3:25].CCN(C(C)C)C(C)C. Product: [Cl:1][C:2]1[CH:3]=[CH:4][CH:5]=[C:6]2[C:11]=1[C:10]([CH2:12][C:13]1[CH:21]=[C:20]([F:22])[CH:19]=[C:15]([C:16]([N:30]3[CH2:31][CH2:32][CH:27]([O:26][CH2:24][CH3:25])[CH2:28][CH2:29]3)=[O:17])[CH:14]=1)=[N:9][NH:8][C:7]2=[O:23]. The catalyst class is: 3.